The task is: Predict which catalyst facilitates the given reaction.. This data is from Catalyst prediction with 721,799 reactions and 888 catalyst types from USPTO. (1) Reactant: CC[N:3](C(C)C)C(C)C.[CH3:10][C:11]([C:15]1[N:19]([CH2:20][CH:21]2[CH2:26][CH2:25][O:24][CH2:23][CH2:22]2)[C:18]2[CH:27]=[CH:28][C:29]([S:31]([N:34]3[CH:38]=[CH:37][C:36]([C:39]([OH:41])=O)=[CH:35]3)(=[O:33])=[O:32])=[CH:30][C:17]=2[N:16]=1)([CH3:14])[CH2:12][CH3:13].CN(C(ON1N=NC2C=CC=NC1=2)=[N+](C)C)C.F[P-](F)(F)(F)(F)F.N. Product: [CH3:14][C:11]([C:15]1[N:19]([CH2:20][CH:21]2[CH2:26][CH2:25][O:24][CH2:23][CH2:22]2)[C:18]2[CH:27]=[CH:28][C:29]([S:31]([N:34]3[CH:38]=[CH:37][C:36]([C:39]([NH2:3])=[O:41])=[CH:35]3)(=[O:33])=[O:32])=[CH:30][C:17]=2[N:16]=1)([CH3:10])[CH2:12][CH3:13]. The catalyst class is: 3. (2) Reactant: [N:1]1([C:12](=[O:13])[C:11]2[N:10]([CH2:14][C:15]([OH:17])=O)[CH:9]=[N:8][C:7]=2[N:5]([CH3:6])[C:3]1=[O:4])[CH3:2].[F:18][C:19]([F:25])([F:24])[CH2:20][CH2:21][CH2:22][NH2:23].C1(N=C=NC2CCCCC2)CCCCC1. Product: [CH3:2][N:1]1[C:12](=[O:13])[C:11]2[N:10]([CH2:14][C:15]([NH:23][CH2:22][CH2:21][CH2:20][C:19]([F:25])([F:24])[F:18])=[O:17])[CH:9]=[N:8][C:7]=2[N:5]([CH3:6])[C:3]1=[O:4]. The catalyst class is: 16. (3) Reactant: [CH3:1][O:2][C:3](=[O:39])[CH:4]([C:9]1[CH:14]=[C:13]([C:15]2[CH:20]=[CH:19][C:18]([C:21]([F:24])([F:23])[F:22])=[CH:17][CH:16]=2)[N:12]=[C:11]([C:25]2[CH:30]=[C:29]([C:31]([F:34])([F:33])[F:32])[CH:28]=[C:27]([C:35]([F:38])([F:37])[F:36])[CH:26]=2)[CH:10]=1)[CH2:5][C:6]([CH3:8])=[CH2:7]. Product: [CH3:1][O:2][C:3](=[O:39])[CH:4]([C:9]1[CH:14]=[C:13]([C:15]2[CH:16]=[CH:17][C:18]([C:21]([F:22])([F:23])[F:24])=[CH:19][CH:20]=2)[N:12]=[C:11]([C:25]2[CH:26]=[C:27]([C:35]([F:38])([F:36])[F:37])[CH:28]=[C:29]([C:31]([F:32])([F:33])[F:34])[CH:30]=2)[CH:10]=1)[CH2:5][CH:6]([CH3:8])[CH3:7]. The catalyst class is: 19.